Task: Regression. Given a peptide amino acid sequence and an MHC pseudo amino acid sequence, predict their binding affinity value. This is MHC class II binding data.. Dataset: Peptide-MHC class II binding affinity with 134,281 pairs from IEDB (1) The binding affinity (normalized) is 0.633. The MHC is DRB1_0405 with pseudo-sequence DRB1_0405. The peptide sequence is RQELYLMGSLVHSMLV. (2) The binding affinity (normalized) is 0.549. The MHC is DRB1_0901 with pseudo-sequence DRB1_0901. The peptide sequence is KKPDFILATDIAEMG. (3) The peptide sequence is LQLIQLINVDEVNQIVTTN. The MHC is DRB1_1101 with pseudo-sequence DRB1_1101. The binding affinity (normalized) is 0.223. (4) The peptide sequence is CGSTDEYCSPDHNCQ. The MHC is DRB1_1302 with pseudo-sequence DRB1_1302. The binding affinity (normalized) is 0.0561. (5) The peptide sequence is ATEVVRRLTATAHRG. The MHC is DRB1_1001 with pseudo-sequence DRB1_1001. The binding affinity (normalized) is 0.609. (6) The peptide sequence is KGSDPKKLVLNIKYT. The MHC is DRB1_1302 with pseudo-sequence DRB1_1302. The binding affinity (normalized) is 0.553.